From a dataset of Reaction yield outcomes from USPTO patents with 853,638 reactions. Predict the reaction yield, written as a fraction of the theoretical maximum amount of product (1.0 means a 100% yield; for example, 0.34 means a 34% yield). The yield is 0.948. The reactants are [OH:1][C:2]1[CH:3]=[C:4]([CH:9]=[CH:10][CH:11]=1)[C:5]([O:7][CH3:8])=[O:6].C([O-])([O-])=O.[K+].[K+].Br[CH2:19][CH2:20][CH2:21][CH2:22][N:23]1[C:27](=[O:28])[C:26]2=[CH:29][CH:30]=[CH:31][CH:32]=[C:25]2[C:24]1=[O:33].O. The product is [C:24]1(=[O:33])[N:23]([CH2:22][CH2:21][CH2:20][CH2:19][O:1][C:2]2[CH:3]=[C:4]([CH:9]=[CH:10][CH:11]=2)[C:5]([O:7][CH3:8])=[O:6])[C:27](=[O:28])[C:26]2=[CH:29][CH:30]=[CH:31][CH:32]=[C:25]12. The catalyst is C(#N)C.